This data is from Retrosynthesis with 50K atom-mapped reactions and 10 reaction types from USPTO. The task is: Predict the reactants needed to synthesize the given product. (1) Given the product CCCS(=O)(=O)c1cccc(C#Cc2cc(-c3cccs3)ccc2OCC(=O)O)c1, predict the reactants needed to synthesize it. The reactants are: CCCS(=O)(=O)c1cccc(C#Cc2cc(-c3cccs3)ccc2OCC(=O)OC(C)(C)C)c1. (2) The reactants are: COc1cc(OC)cc(-c2c(C)nnc(Cl)c2-c2c(F)cc(F)cc2F)c1.O=C([O-])[O-]. Given the product COc1cc(OC)cc(-c2c(C)nnc(C)c2-c2c(F)cc(F)cc2F)c1, predict the reactants needed to synthesize it. (3) Given the product COC(=O)c1ccc(CN2C(=O)OC[C@H]2C)cc1, predict the reactants needed to synthesize it. The reactants are: COC(=O)c1ccc(CBr)cc1.C[C@@H]1COC(=O)N1. (4) Given the product CC(C)(O)C#Cc1ccc(B2OC(C)(C)C(C)(C)O2)cc1, predict the reactants needed to synthesize it. The reactants are: C#CC(C)(C)O.CC1(C)OB(c2ccc(Br)cc2)OC1(C)C.